Predict which catalyst facilitates the given reaction. From a dataset of Catalyst prediction with 721,799 reactions and 888 catalyst types from USPTO. Product: [C:1]([O:5][C:6]([NH:8][CH:9]1[CH2:13][CH2:12][N:11]([S:14]([C:17]2[C:18]3[C:19]([CH2:27][CH3:28])=[CH:20][N:21]=[CH:22][C:23]=3[CH:24]=[CH:25][CH:26]=2)(=[O:16])=[O:15])[CH2:10]1)=[O:7])([CH3:4])([CH3:3])[CH3:2]. The catalyst class is: 29. Reactant: [C:1]([O:5][C:6]([NH:8][CH:9]1[CH2:13][CH2:12][N:11]([S:14]([C:17]2[C:18]3[C:19]([CH:27]=[CH2:28])=[CH:20][N:21]=[CH:22][C:23]=3[CH:24]=[CH:25][CH:26]=2)(=[O:16])=[O:15])[CH2:10]1)=[O:7])([CH3:4])([CH3:3])[CH3:2].